Dataset: hERG Central: cardiac toxicity at 1µM, 10µM, and general inhibition. Task: Predict hERG channel inhibition at various concentrations. (1) The molecule is COc1ccc(Cn2c(=N)c(C(=O)NC3CCCCC3)cc3c(=O)n4ccccc4nc32)cc1. Results: hERG_inhib (hERG inhibition (general)): blocker. (2) Results: hERG_inhib (hERG inhibition (general)): blocker. The compound is CCOc1ccc(N2C(=O)CC(N3CCN(C4CCc5ccccc5C4)CC3)C2=O)cc1. (3) The molecule is CSc1ccc(CN2CCN(Cc3ccccc3)C(CCO)C2)cc1. Results: hERG_inhib (hERG inhibition (general)): blocker. (4) The compound is Cc1ccc(S(=O)(=O)N2CCC(C(=O)NCc3ccccc3CN3CCCC3)CC2)cc1C. Results: hERG_inhib (hERG inhibition (general)): blocker.